Dataset: hERG potassium channel inhibition data for cardiac toxicity prediction from Karim et al.. Task: Regression/Classification. Given a drug SMILES string, predict its toxicity properties. Task type varies by dataset: regression for continuous values (e.g., LD50, hERG inhibition percentage) or binary classification for toxic/non-toxic outcomes (e.g., AMES mutagenicity, cardiotoxicity, hepatotoxicity). Dataset: herg_karim. (1) The molecule is CCC[C@@H](C=O)NC(=O)[C@H](CC(C)C)NC(=O)[C@H](CC(C)C)NC(=O)OCc1ccccc1. The result is 0 (non-blocker). (2) The molecule is CNC(=O)c1cc(Oc2ccc3nc(NC(=O)Nc4ccc(Cl)c(C(F)(F)F)c4)sc3c2)ccn1. The result is 0 (non-blocker). (3) The compound is FC(F)(F)Oc1cccc(-c2c[nH]c([C@H]3Cc4c([nH]c5ccccc45)[C@@H](C4CCOCC4)N3)n2)c1. The result is 1 (blocker).